Dataset: Cav3 T-type calcium channel HTS with 100,875 compounds. Task: Binary Classification. Given a drug SMILES string, predict its activity (active/inactive) in a high-throughput screening assay against a specified biological target. (1) The molecule is s1c(C(=O)N2CCN(CC2)c2ncccc2)cc2c1n(nc2c1cc(OC)ccc1)C. The result is 0 (inactive). (2) The molecule is s1c(c(nc1NC(=O)CCC=C)C)c1nc(sc1)Nc1c(OC)cccc1. The result is 0 (inactive). (3) The compound is s1c(nnc1NC(=O)c1c(OC)cccc1OC)C(C)C. The result is 0 (inactive). (4) The drug is Fc1ccc(C(NC(=O)C)c2cccnc2)cc1. The result is 0 (inactive). (5) The compound is S(c1nc2c(cc1CC)cccc2)CC(=O)Nc1noc(c1)C. The result is 0 (inactive). (6) The compound is s1c(nnc1NC(=O)c1ccc(OC)cc1)c1occc1. The result is 0 (inactive). (7) The drug is Fc1c(Cn2nc(c(NC(=O)c3oc(COc4c([N+]([O-])=O)cc(cc4)C)cc3)c2C)C)c(F)c(F)c(F)c1F. The result is 0 (inactive). (8) The molecule is O1c2cc(C3NC(=O)N(C(=C3C(OC)=O)C)CCCC(O)=O)ccc2OC1. The result is 0 (inactive). (9) The molecule is O1C(CCC1)CN1C(=O)c2c(C1=O)ccc(c2)C(=O)NCc1cc2OCOc2cc1. The result is 0 (inactive).